From a dataset of Reaction yield outcomes from USPTO patents with 853,638 reactions. Predict the reaction yield, written as a fraction of the theoretical maximum amount of product (1.0 means a 100% yield; for example, 0.34 means a 34% yield). (1) No catalyst specified. The product is [CH3:25][C:26]1[N:27]=[C:28]([N:36]2[CH2:40][CH2:39][N:38]([CH2:14][C:15]3[CH:16]=[CH:17][CH:18]=[C:19]4[C:24]=3[N:23]=[CH:22][CH:21]=[CH:20]4)[C:37]2=[O:41])[S:29][C:30]=1[C:31]([O:33][CH2:34][CH3:35])=[O:32]. The reactants are FC(F)(F)C1C=CC(CBr)=CC=1.Br[CH2:14][C:15]1[CH:16]=[CH:17][CH:18]=[C:19]2[C:24]=1[N:23]=[CH:22][CH:21]=[CH:20]2.[CH3:25][C:26]1[N:27]=[C:28]([N:36]2[CH2:40][CH2:39][NH:38][C:37]2=[O:41])[S:29][C:30]=1[C:31]([O:33][CH2:34][CH3:35])=[O:32]. The yield is 0.820. (2) The reactants are FC(F)(F)[C:3]1([C:7]([OH:9])=O)[CH2:6][CH2:5][CH2:4]1.O=S(Cl)Cl.[Cl:16][C:17]1[CH:18]=[CH:19][C:20]([C@:23]([C:32]2[CH:37]=[C:36]([O:38][C:39]([F:44])([F:43])[CH:40]([F:42])[F:41])[CH:35]=[C:34]([F:45])[CH:33]=2)([NH2:31])[CH2:24][C:25]2[CH:30]=[CH:29][CH:28]=[CH:27][CH:26]=2)=[N:21][CH:22]=1. The catalyst is ClCCCl. The product is [Cl:16][C:17]1[CH:18]=[CH:19][C:20]([C:23]([NH:31][C:7]([CH:3]2[CH2:4][CH2:5][CH2:6]2)=[O:9])([C:32]2[CH:37]=[C:36]([O:38][C:39]([F:43])([F:44])[CH:40]([F:42])[F:41])[CH:35]=[C:34]([F:45])[CH:33]=2)[CH2:24][C:25]2[CH:30]=[CH:29][CH:28]=[CH:27][CH:26]=2)=[N:21][CH:22]=1. The yield is 0.220. (3) The reactants are C([O:8][C:9]([C@@H:11]1[CH2:15][CH2:14][CH2:13][N:12]1[C:16](=[O:32])[C@H:17]([NH:24][C:25]([O:27][C:28]([CH3:31])([CH3:30])[CH3:29])=[O:26])[C:18]1[CH:23]=[CH:22][CH:21]=[CH:20][CH:19]=1)=[O:10])C1C=CC=CC=1. The catalyst is C(O)C.[Pd]. The product is [C:28]([O:27][C:25]([NH:24][C@H:17]([C:18]1[CH:23]=[CH:22][CH:21]=[CH:20][CH:19]=1)[C:16]([N:12]1[CH2:13][CH2:14][CH2:15][C@H:11]1[C:9]([OH:10])=[O:8])=[O:32])=[O:26])([CH3:31])([CH3:29])[CH3:30]. The yield is 0.620. (4) The reactants are C(OC([NH:8][C@@:9]([CH3:15])([C:13]#[CH:14])[C:10]([OH:12])=[O:11])=O)(C)(C)C.[ClH:16]. The catalyst is O1CCCC1. The product is [ClH:16].[CH3:15][C@:9]([C:13]#[CH:14])([C:10]([OH:12])=[O:11])[NH2:8]. The yield is 0.270. (5) The reactants are Br[C:2]1[CH:16]=[CH:15][C:5]([N:6]([CH2:11][CH:12]([CH3:14])[CH3:13])[CH2:7][CH:8]([CH3:10])[CH3:9])=[C:4]([N+:17]([O-:19])=[O:18])[CH:3]=1.[C:20]([O:25][CH3:26])(=[O:24])/[CH:21]=[CH:22]/[CH3:23].C(N(CC)CC)C. The catalyst is CN(C=O)C.[Br-].C([N+](CCCC)(CCCC)CCCC)CCC.CC1C=CC=CC=1[P](C1C=CC=CC=1C)([Pd](Cl)(Cl)[P](C1=C(C)C=CC=C1)(C1C=CC=CC=1C)C1C=CC=CC=1C)C1C=CC=CC=1C. The product is [CH2:7]([N:6]([CH2:11][CH:12]([CH3:14])[CH3:13])[C:5]1[CH:15]=[CH:16][C:2](/[C:22](/[CH3:23])=[CH:21]/[C:20]([O:25][CH3:26])=[O:24])=[CH:3][C:4]=1[N+:17]([O-:19])=[O:18])[CH:8]([CH3:10])[CH3:9]. The yield is 0.710. (6) The reactants are Cl.C[O:3][C:4](=O)[C@H:5]([CH2:7][C:8]1[C:16]2[C:11](=[CH:12][CH:13]=[CH:14][CH:15]=2)[NH:10][CH:9]=1)[NH2:6].[H-].[H-].[H-].[H-].[Li+].[Al+3].O.[OH-].[K+]. The catalyst is CCOCC. The product is [NH2:6][C@H:5]([CH2:4][OH:3])[CH2:7][C:8]1[C:16]2[C:11](=[CH:12][CH:13]=[CH:14][CH:15]=2)[NH:10][CH:9]=1. The yield is 0.500. (7) The reactants are Br[C:2]1[CH:7]=[CH:6][CH:5]=[C:4]([Br:8])[N:3]=1.C([O-])([O-])=O.[Cs+].[Cs+].[CH3:15][CH:16]([SH:18])[CH3:17].O. The catalyst is CN(C=O)C. The product is [Br:8][C:4]1[CH:5]=[CH:6][CH:7]=[C:2]([S:18][CH:16]([CH3:17])[CH3:15])[N:3]=1. The yield is 0.890.